Task: Predict the reaction yield, written as a fraction of the theoretical maximum amount of product (1.0 means a 100% yield; for example, 0.34 means a 34% yield).. Dataset: Reaction yield outcomes from USPTO patents with 853,638 reactions (1) The reactants are [NH2:1][NH2:2].[F:3][C:4]1[CH:9]=[CH:8][C:7]([C:10]2[CH2:15][CH2:14][CH:13]([C:16](=O)[C:17]([O:19][CH3:20])=[O:18])[C:12](=O)[CH:11]=2)=[CH:6][CH:5]=1. The catalyst is C(O)C. The product is [F:3][C:4]1[CH:9]=[CH:8][C:7]([C:10]2[CH2:15][CH2:14][C:13]3[C:16]([C:17]([O:19][CH3:20])=[O:18])=[N:1][NH:2][C:12]=3[CH:11]=2)=[CH:6][CH:5]=1. The yield is 0.800. (2) The reactants are S(=O)(=O)(O)O.[CH3:6][O:7][C:8]([C:10]1[S:14][C:13]([CH2:15][CH:16](O)[C:17]2[C:18]([C:23]3[CH:28]=[CH:27][CH:26]=[CH:25][CH:24]=3)=[N:19][O:20][C:21]=2[CH3:22])=[N:12][C:11]=1[CH3:30])=[O:9]. The catalyst is C(=O)(O)[O-].[Na+]. The product is [CH3:6][O:7][C:8]([C:10]1[S:14][C:13](/[CH:15]=[CH:16]/[C:17]2[C:18]([C:23]3[CH:28]=[CH:27][CH:26]=[CH:25][CH:24]=3)=[N:19][O:20][C:21]=2[CH3:22])=[N:12][C:11]=1[CH3:30])=[O:9]. The yield is 0.840. (3) The yield is 0.440. The reactants are Br[CH2:2][C:3]([O:5][CH2:6][CH3:7])=[O:4].[C:8](=[O:11])([O-])[O-].[K+].[K+].[I-].[K+].[C:16](#[N:18])[CH3:17].O.[C:20](#[N:22])C. The product is [CH2:6]([O:5][C:3](=[O:4])[CH2:2][N:18]1[CH:16]=[C:17]([CH:8]=[O:11])[N:22]=[CH:20]1)[CH3:7]. No catalyst specified. (4) The reactants are [CH2:1]([C:3]1[C:4]([NH:21][CH:22]([CH2:25][CH3:26])[CH2:23][CH3:24])=[N:5][C:6]([CH2:19][CH3:20])=[C:7]([C:9]2[CH:14]=[CH:13][C:12]([O:15]C)=[CH:11][C:10]=2[O:17]C)[N:8]=1)[CH3:2].B(Br)(Br)Br. The catalyst is ClCCl. The product is [CH2:1]([C:3]1[C:4]([NH:21][CH:22]([CH2:25][CH3:26])[CH2:23][CH3:24])=[N:5][C:6]([CH2:19][CH3:20])=[C:7]([C:9]2[CH:14]=[CH:13][C:12]([OH:15])=[CH:11][C:10]=2[OH:17])[N:8]=1)[CH3:2]. The yield is 0.710. (5) The reactants are [CH:1]1([C:6]2[C:15]([C:16]#[N:17])=[C:14](O)[C:13]3[C:8](=[CH:9][CH:10]=[C:11]([C:19]([F:22])([F:21])[F:20])[CH:12]=3)[N:7]=2)[CH2:5][CH2:4][CH2:3][CH2:2]1.P(Br)(Br)[Br:24]. The catalyst is CN(C=O)C. The product is [Br:24][C:14]1[C:13]2[C:8](=[CH:9][CH:10]=[C:11]([C:19]([F:22])([F:21])[F:20])[CH:12]=2)[N:7]=[C:6]([CH:1]2[CH2:5][CH2:4][CH2:3][CH2:2]2)[C:15]=1[C:16]#[N:17]. The yield is 0.770. (6) The reactants are [Cl:1][C:2]1[CH:28]=[C:27]([Cl:29])[CH:26]=[CH:25][C:3]=1[C:4]([C:6]1[O:7][C:8]2[CH:17]=[C:16]([C:18]3[CH:19]=[C:20]([CH3:24])[CH:21]=[CH:22][CH:23]=3)[CH:15]=[CH:14][C:9]=2[C:10]=1[C:11](O)=[O:12])=[O:5].C(Cl)CCl.C1C=CC2N(O)N=[N:40]C=2C=1.[NH4+].[OH-]. The catalyst is C1COCC1.CCOC(C)=O. The product is [Cl:1][C:2]1[CH:28]=[C:27]([Cl:29])[CH:26]=[CH:25][C:3]=1[C:4]([C:6]1[O:7][C:8]2[CH:17]=[C:16]([C:18]3[CH:19]=[C:20]([CH3:24])[CH:21]=[CH:22][CH:23]=3)[CH:15]=[CH:14][C:9]=2[C:10]=1[C:11]([NH2:40])=[O:12])=[O:5]. The yield is 0.780. (7) The reactants are C([Li])(C)(C)C.Br[C:7]1[CH:12]=[CH:11][C:10]([N:13]2[CH2:18][CH:17]([CH3:19])[O:16][CH:15]([CH3:20])[CH2:14]2)=[C:9]([CH:21]2[O:25]CCO2)[CH:8]=1.CON(C)[C:29](=[O:31])[CH3:30]. The catalyst is C1COCC1. The product is [C:29]([C:7]1[CH:12]=[CH:11][C:10]([N:13]2[CH2:14][CH:15]([CH3:20])[O:16][CH:17]([CH3:19])[CH2:18]2)=[C:9]([CH:8]=1)[CH:21]=[O:25])(=[O:31])[CH3:30]. The yield is 0.450.